From a dataset of Forward reaction prediction with 1.9M reactions from USPTO patents (1976-2016). Predict the product of the given reaction. (1) Given the reactants [C:1]([C:3]1[CH:8]=[CH:7][C:6]([CH:9]2[N:13]3[C:14]([CH:17]=[O:18])=[CH:15][N:16]=[C:12]3[CH2:11][CH2:10]2)=[CH:5][C:4]=1F)#[N:2].[Cl:20][C:21]1[CH:34]=[CH:33][C:32]([O:35][Si](C(C)(C)C)(C2C=CC=CC=2)C2C=CC=CC=2)=[CH:31][C:22]=1[CH2:23][N:24]1[CH2:29][CH2:28][NH:27][CH2:26][C:25]1=[O:30].C(O[BH-](OC(=O)C)OC(=O)C)(=O)C.[Na+].C([O-])(O)=O.[Na+], predict the reaction product. The product is: [Cl:20][C:21]1[CH:34]=[CH:33][C:32]([OH:35])=[CH:31][C:22]=1[CH2:23][N:24]1[CH2:29][CH2:28][N:27]([C:17]([C:14]2[N:13]3[CH:9]([C:6]4[CH:7]=[CH:8][C:3]([C:1]#[N:2])=[CH:4][CH:5]=4)[CH2:10][CH2:11][C:12]3=[N:16][CH:15]=2)=[O:18])[CH2:26][C:25]1=[O:30]. (2) Given the reactants [NH2:1][C:2]1[C:3]([O:12][CH:13]([C:20]2[CH:25]=[CH:24][CH:23]=[CH:22][CH:21]=2)[C:14]2[CH:19]=[CH:18][CH:17]=[CH:16][CH:15]=2)=[C:4]([CH:9]=[CH:10][CH:11]=1)[C:5]([O:7][CH3:8])=[O:6].[C:26]([C:29]1[S:33][CH:32]=[N:31][C:30]=1Br)(=O)[CH3:27], predict the reaction product. The product is: [CH3:8][O:7][C:5]([C:4]1[CH:9]=[CH:10][C:11]2[C:26]([CH3:27])=[C:29]3[S:33][CH:32]=[N:31][C:30]3=[N:1][C:2]=2[C:3]=1[O:12][CH:13]([C:20]1[CH:25]=[CH:24][CH:23]=[CH:22][CH:21]=1)[C:14]1[CH:15]=[CH:16][CH:17]=[CH:18][CH:19]=1)=[O:6]. (3) The product is: [F:34][C:33]([F:36])([F:35])[C:37]([OH:40])=[O:39].[CH3:18][C:13]1[C:12]([C:8]2[CH:7]=[C:6]3[C:11]([C:2]([NH:22][C:23]4[CH:28]=[CH:27][CH:26]=[C:25]([NH:29][S:30]([C:33]([F:36])([F:34])[F:35])(=[O:32])=[O:31])[CH:24]=4)=[C:3]([C:19]([NH2:21])=[O:20])[CH:4]=[N:5]3)=[CH:10][CH:9]=2)=[C:16]([CH3:17])[O:15][N:14]=1. Given the reactants Cl[C:2]1[C:11]2[C:6](=[CH:7][C:8]([C:12]3[C:13]([CH3:18])=[N:14][O:15][C:16]=3[CH3:17])=[CH:9][CH:10]=2)[N:5]=[CH:4][C:3]=1[C:19]([NH2:21])=[O:20].[NH2:22][C:23]1[CH:24]=[C:25]([NH:29][S:30]([C:33]([F:36])([F:35])[F:34])(=[O:32])=[O:31])[CH:26]=[CH:27][CH:28]=1.[C:37]([OH:40])(=[O:39])C, predict the reaction product. (4) The product is: [Cl:1][C:2]1[CH:26]=[CH:25][C:24]([Cl:27])=[CH:23][C:3]=1[O:4][C:5]1[C:6]([C:11]([NH:28][C:29]2[C:30]([N:35]([CH3:37])[CH3:36])=[N:31][CH:32]=[CH:33][CH:34]=2)=[O:12])=[CH:7][N:8]=[CH:9][CH:10]=1. Given the reactants [Cl:1][C:2]1[CH:26]=[CH:25][C:24]([Cl:27])=[CH:23][C:3]=1[O:4][C:5]1[CH:10]=[CH:9][N:8]=[CH:7][C:6]=1[C:11](N1C2C(=CC=CC=2)CCC1)=[O:12].[NH2:28][C:29]1[C:30]([N:35]([CH3:37])[CH3:36])=[N:31][CH:32]=[CH:33][CH:34]=1, predict the reaction product. (5) Given the reactants [CH3:1][C:2]1[CH:3]=[C:4]([CH:9]=[C:10]([C:12]2[CH:16]=[CH:15][S:14][CH:13]=2)[CH:11]=1)[C:5]([O:7]C)=[O:6].[OH-].[Li+], predict the reaction product. The product is: [CH3:1][C:2]1[CH:3]=[C:4]([CH:9]=[C:10]([C:12]2[CH:16]=[CH:15][S:14][CH:13]=2)[CH:11]=1)[C:5]([OH:7])=[O:6]. (6) Given the reactants [OH-].[Na+].[F:3][C:4]1[CH:5]=[C:6]([NH:11][CH:12]([C:14]2[CH:15]=[C:16]([C:32]([O:34]C)=[O:33])[CH:17]=[C:18]3[C:23]=2[O:22][C:21]([N:24]2[CH2:29][CH2:28][O:27][CH2:26][C@@H:25]2[CH3:30])=[CH:20][C:19]3=[O:31])[CH3:13])[CH:7]=[C:8]([F:10])[CH:9]=1.C1COCC1.Cl, predict the reaction product. The product is: [F:3][C:4]1[CH:5]=[C:6]([NH:11][CH:12]([C:14]2[CH:15]=[C:16]([C:32]([OH:34])=[O:33])[CH:17]=[C:18]3[C:23]=2[O:22][C:21]([N:24]2[CH2:29][CH2:28][O:27][CH2:26][C@@H:25]2[CH3:30])=[CH:20][C:19]3=[O:31])[CH3:13])[CH:7]=[C:8]([F:10])[CH:9]=1. (7) Given the reactants [SH:1][C:2]1([CH2:12][C:13](OC(C)(C)C)=[O:14])[CH:9]2[CH2:10][CH:5]3[CH2:6][CH:7]([CH2:11][CH:3]1[CH2:4]3)[CH2:8]2, predict the reaction product. The product is: [SH:1][C:2]1([CH2:12][CH2:13][OH:14])[CH:9]2[CH2:10][CH:5]3[CH2:6][CH:7]([CH2:11][CH:3]1[CH2:4]3)[CH2:8]2. (8) The product is: [OH:50][C:49]1[C:44]2[CH2:43][CH2:42][C@H:41]([C:40]([O:39][CH2:37][CH3:38])=[O:60])[O:59][C:45]=2[N:46]=[C:47]([NH:51][CH:52]2[CH2:57][CH2:56][O:55][CH2:54][CH2:53]2)[N:48]=1. Given the reactants C1C=CC(P(C2C=CC=CC=2)C2C=CC=CC=2)=CC=1.C1COCC1.CCOC(/N=N/C(OCC)=O)=O.[CH2:37]([O:39][C:40](=[O:60])[C@@H:41]([OH:59])[CH2:42][CH2:43][C:44]1[C:45](O)=[N:46][C:47]([NH:51][CH:52]2[CH2:57][CH2:56][O:55][CH2:54][CH2:53]2)=[N:48][C:49]=1[OH:50])[CH3:38], predict the reaction product. (9) Given the reactants [O:1]1[CH:5]=[CH:4][CH:3]=[C:2]1[C:6]1[O:7][C:8]([CH3:40])=[C:9]([CH2:11][O:12][C:13]2[CH:37]=[CH:36][C:16]([CH2:17][O:18][C:19]3[C:24]([C:25]([O:27]CC)=[O:26])=[CH:23][N:22]=[C:21]([C:30]4[CH:35]=[CH:34][CH:33]=[CH:32][CH:31]=4)[N:20]=3)=[CH:15][C:14]=2[O:38][CH3:39])[N:10]=1.O1CCCC1.[OH-].[Na+].Cl, predict the reaction product. The product is: [O:1]1[CH:5]=[CH:4][CH:3]=[C:2]1[C:6]1[O:7][C:8]([CH3:40])=[C:9]([CH2:11][O:12][C:13]2[CH:37]=[CH:36][C:16]([CH2:17][O:18][C:19]3[C:24]([C:25]([OH:27])=[O:26])=[CH:23][N:22]=[C:21]([C:30]4[CH:31]=[CH:32][CH:33]=[CH:34][CH:35]=4)[N:20]=3)=[CH:15][C:14]=2[O:38][CH3:39])[N:10]=1. (10) Given the reactants [Cl:1][C:2]1[CH:10]=[C:9]2[C:5]([C:6]([C:11](=[O:16])[C:12]([F:15])([F:14])[F:13])=[CH:7][NH:8]2)=[CH:4][CH:3]=1.C(=O)([O-])[O-].[Cs+].[Cs+].[F:23][C:24]1[CH:25]=[C:26]([CH:29]=[C:30]([F:32])[CH:31]=1)[CH2:27]Br.O, predict the reaction product. The product is: [Cl:1][C:2]1[CH:10]=[C:9]2[C:5]([C:6]([C:11](=[O:16])[C:12]([F:13])([F:14])[F:15])=[CH:7][N:8]2[CH2:27][C:26]2[CH:25]=[C:24]([F:23])[CH:31]=[C:30]([F:32])[CH:29]=2)=[CH:4][CH:3]=1.